This data is from Catalyst prediction with 721,799 reactions and 888 catalyst types from USPTO. The task is: Predict which catalyst facilitates the given reaction. Reactant: [C:1](O)(=[O:7])[CH2:2][CH2:3][CH2:4][C:5]#[CH:6].C(N(CC)CC)C.CC(C)(C)C(Cl)=O.[Cl-].[Li+].[C:25]1([C@H:31]2[CH2:35][O:34][C:33](=[O:36])[NH:32]2)[CH:30]=[CH:29][CH:28]=[CH:27][CH:26]=1. Product: [C:1]([N:32]1[C@@H:31]([C:25]2[CH:26]=[CH:27][CH:28]=[CH:29][CH:30]=2)[CH2:35][O:34][C:33]1=[O:36])(=[O:7])[CH2:2][CH2:3][CH2:4][C:5]#[CH:6]. The catalyst class is: 7.